This data is from Forward reaction prediction with 1.9M reactions from USPTO patents (1976-2016). The task is: Predict the product of the given reaction. (1) Given the reactants [N+:1]([CH2:4][CH:5]([C:10]1[CH:14]=[CH:13][S:12][CH:11]=1)[CH2:6][C:7]([OH:9])=O)([O-:3])=[O:2], predict the reaction product. The product is: [N+:1]([CH2:4][CH:5]1[C:10]2[CH:14]=[CH:13][S:12][C:11]=2[C:7](=[O:9])[CH2:6]1)([O-:3])=[O:2]. (2) Given the reactants [Cl:1][C:2]1[CH:10]=[CH:9][C:5]([C@H:6]2[O:8][CH2:7]2)=[CH:4][CH:3]=1.[NH:11]([CH2:18][CH2:19][OH:20])[C:12]1[CH:17]=[CH:16][CH:15]=[CH:14][CH:13]=1, predict the reaction product. The product is: [Cl:1][C:2]1[CH:10]=[CH:9][C:5]([C@@H:6]([OH:8])[CH2:7][N:11]([CH2:18][CH2:19][OH:20])[C:12]2[CH:17]=[CH:16][CH:15]=[CH:14][CH:13]=2)=[CH:4][CH:3]=1.